This data is from Peptide-MHC class I binding affinity with 185,985 pairs from IEDB/IMGT. The task is: Regression. Given a peptide amino acid sequence and an MHC pseudo amino acid sequence, predict their binding affinity value. This is MHC class I binding data. The peptide sequence is TATKRIRMA. The MHC is HLA-A02:03 with pseudo-sequence HLA-A02:03. The binding affinity (normalized) is 0.0676.